The task is: Regression. Given two drug SMILES strings and cell line genomic features, predict the synergy score measuring deviation from expected non-interaction effect.. This data is from NCI-60 drug combinations with 297,098 pairs across 59 cell lines. (1) Drug 1: C1CCN(CC1)CCOC2=CC=C(C=C2)C(=O)C3=C(SC4=C3C=CC(=C4)O)C5=CC=C(C=C5)O. Drug 2: C1=C(C(=O)NC(=O)N1)F. Cell line: PC-3. Synergy scores: CSS=29.1, Synergy_ZIP=2.48, Synergy_Bliss=2.48, Synergy_Loewe=1.60, Synergy_HSA=2.18. (2) Drug 2: CC1=C(C(CCC1)(C)C)C=CC(=CC=CC(=CC(=O)O)C)C. Drug 1: CC(CN1CC(=O)NC(=O)C1)N2CC(=O)NC(=O)C2. Synergy scores: CSS=7.55, Synergy_ZIP=-2.03, Synergy_Bliss=4.05, Synergy_Loewe=0.440, Synergy_HSA=1.08. Cell line: HOP-62.